Task: Predict which catalyst facilitates the given reaction.. Dataset: Catalyst prediction with 721,799 reactions and 888 catalyst types from USPTO (1) Reactant: [CH3:1][C:2]1[CH:7]=[CH:6][N:5]2[C:8]([C:11]([NH:13][C:14]3[CH:19]=[C:18]([C:20]4[N:24]=[C:23]([CH2:25][CH2:26][C@:27]([OH:33])([CH3:32])[C:28]([F:31])([F:30])[F:29])[O:22][N:21]=4)[CH:17]=[CH:16][C:15]=3[CH3:34])=[O:12])=[CH:9][N:10]=[C:4]2[CH:3]=1.[H-].[Na+].[P:37](Cl)(=[O:42])([O:40][CH3:41])[O:38][CH3:39]. Product: [P:37]([O:33][C@:27]([CH3:32])([CH2:26][CH2:25][C:23]1[O:22][N:21]=[C:20]([C:18]2[CH:17]=[CH:16][C:15]([CH3:34])=[C:14]([NH:13][C:11]([C:8]3[N:5]4[CH:6]=[CH:7][C:2]([CH3:1])=[CH:3][C:4]4=[N:10][CH:9]=3)=[O:12])[CH:19]=2)[N:24]=1)[C:28]([F:30])([F:29])[F:31])([O:40][CH3:41])([O:38][CH3:39])=[O:42]. The catalyst class is: 3. (2) Reactant: [CH3:1][N:2]([CH3:23])[CH:3]1[CH2:7][CH2:6][N:5]([C:8]2[CH:13]=[CH:12][C:11]([NH:14][C:15]([CH:17]3[CH2:22][CH2:21][NH:20][CH2:19][CH2:18]3)=[O:16])=[CH:10][CH:9]=2)[CH2:4]1.C(=O)([O-])[O-].[K+].[K+].[C:30]1([S:36](Cl)(=[O:38])=[O:37])[CH:35]=[CH:34][CH:33]=[CH:32][CH:31]=1. Product: [CH3:1][N:2]([CH3:23])[CH:3]1[CH2:7][CH2:6][N:5]([C:8]2[CH:9]=[CH:10][C:11]([NH:14][C:15]([CH:17]3[CH2:22][CH2:21][N:20]([S:36]([C:30]4[CH:35]=[CH:34][CH:33]=[CH:32][CH:31]=4)(=[O:38])=[O:37])[CH2:19][CH2:18]3)=[O:16])=[CH:12][CH:13]=2)[CH2:4]1. The catalyst class is: 60.